Dataset: Forward reaction prediction with 1.9M reactions from USPTO patents (1976-2016). Task: Predict the product of the given reaction. (1) Given the reactants [NH2:1][C:2]1[CH:3]=[N:4][C:5]2[C:10]([C:11]=1[NH:12][NH:13][C:14]([O:16][C:17]([CH3:20])([CH3:19])[CH3:18])=[O:15])=[CH:9][CH:8]=[CH:7][CH:6]=2.C(N(CC)CC)C.[CH2:28]([O:30][CH2:31][C:32](Cl)=O)[CH3:29].CCOCC, predict the reaction product. The product is: [CH2:28]([O:30][CH2:31][C:32]1[N:12]([NH:13][C:14](=[O:15])[O:16][C:17]([CH3:20])([CH3:19])[CH3:18])[C:11]2[C:10]3[CH:9]=[CH:8][CH:7]=[CH:6][C:5]=3[N:4]=[CH:3][C:2]=2[N:1]=1)[CH3:29]. (2) Given the reactants [Br:1][C:2]1[CH:3]=[CH:4][C:5]([F:27])=[C:6]([C@:8]2([CH3:26])[CH2:12]OS(=O)(=O)[N:9]2[CH2:15][C:16]2[CH:21]=[CH:20][C:19]([O:22][CH3:23])=[CH:18][C:17]=2[O:24][CH3:25])[CH:7]=1.[C:28]([O:32][CH2:33][CH3:34])(=[O:31])[CH2:29][SH:30].CN(C)C(N(C)C)=N, predict the reaction product. The product is: [Br:1][C:2]1[CH:3]=[CH:4][C:5]([F:27])=[C:6]([C@:8]([NH:9][CH2:15][C:16]2[CH:21]=[CH:20][C:19]([O:22][CH3:23])=[CH:18][C:17]=2[O:24][CH3:25])([CH3:26])[CH2:12][S:30][CH2:29][C:28]([O:32][CH2:33][CH3:34])=[O:31])[CH:7]=1. (3) Given the reactants [H-].[Na+].[CH:3]1[C:8]2[C:9]3[NH:10][C:11]4[C:16]([C:17]=3[CH2:18][CH2:19][O:20][C:7]=2[CH:6]=[CH:5][CH:4]=1)=[CH:15][CH:14]=[CH:13][CH:12]=4.Br[CH2:22][CH2:23][CH2:24][CH2:25][CH2:26][Cl:27].O, predict the reaction product. The product is: [Cl:27][CH2:26][CH2:25][CH2:24][CH2:23][CH2:22][C:3]1[C:8]2[C:9]3[NH:10][C:11]4[C:16]([C:17]=3[CH2:18][CH2:19][O:20][C:7]=2[CH:6]=[CH:5][CH:4]=1)=[CH:15][CH:14]=[CH:13][CH:12]=4. (4) Given the reactants [F:1][CH2:2][C@@H:3]1[CH2:7][CH2:6][N:5]([C@@H:8]([CH3:54])[CH2:9][O:10][C:11]2[CH:16]=[CH:15][C:14]([CH:17]3[C:26]([C:27]4[CH:32]=[C:31]([C:33]#[C:34][Si](C)(C)C)[CH:30]=[C:29]([O:39][CH:40]5[CH2:45][CH2:44][CH2:43][CH2:42][O:41]5)[CH:28]=4)=[C:25]([CH3:46])[C:24]4[C:19](=[CH:20][CH:21]=[C:22]([O:47][CH:48]5[CH2:53][CH2:52][CH2:51][CH2:50][O:49]5)[CH:23]=4)[O:18]3)=[CH:13][CH:12]=2)[CH2:4]1.C([O-])([O-])=O.[K+].[K+], predict the reaction product. The product is: [C:33]([C:31]1[CH:32]=[C:27]([C:26]2[CH:17]([C:14]3[CH:13]=[CH:12][C:11]([O:10][CH2:9][C@@H:8]([N:5]4[CH2:6][CH2:7][C@@H:3]([CH2:2][F:1])[CH2:4]4)[CH3:54])=[CH:16][CH:15]=3)[O:18][C:19]3[C:24]([C:25]=2[CH3:46])=[CH:23][C:22]([O:47][CH:48]2[CH2:53][CH2:52][CH2:51][CH2:50][O:49]2)=[CH:21][CH:20]=3)[CH:28]=[C:29]([O:39][CH:40]2[CH2:45][CH2:44][CH2:43][CH2:42][O:41]2)[CH:30]=1)#[CH:34]. (5) Given the reactants C(OC([NH:8][C@@H:9]1[CH2:14][CH2:13][C@H:12]([CH2:15][C:16]([NH:18][C@H:19]([B:32]2OC3C(C)(C4CC(C3)C4(C)C)[O:33]2)[CH2:20][C:21]2[C:22]([O:30]C)=[C:23]([CH:27]=[CH:28][CH:29]=2)[C:24]([OH:26])=[O:25])=[O:17])[CH2:11][CH2:10]1)=O)(C)(C)C.B(Cl)(Cl)Cl, predict the reaction product. The product is: [NH2:8][C@@H:9]1[CH2:10][CH2:11][C@H:12]([CH2:15][C:16]([NH:18][C@H:19]2[CH2:20][C:21]3[CH:29]=[CH:28][CH:27]=[C:23]([C:24]([OH:26])=[O:25])[C:22]=3[O:30][B:32]2[OH:33])=[O:17])[CH2:13][CH2:14]1. (6) Given the reactants [CH3:1][S:2]([C:5]1[CH:6]=[C:7]([C:11]2[S:19][C:18]3[C:17]([N:20]4[CH2:25][CH2:24][O:23][CH2:22][CH2:21]4)=[N:16][C:15]([C:26]4[CH:27]=[C:28]([C:32](O)=[O:33])[CH:29]=[N:30][CH:31]=4)=[N:14][C:13]=3[CH:12]=2)[CH:8]=[CH:9][CH:10]=1)(=[O:4])=[O:3].[CH3:35][NH2:36], predict the reaction product. The product is: [CH3:35][NH:36][C:32]([C:28]1[CH:29]=[N:30][CH:31]=[C:26]([C:15]2[N:16]=[C:17]([N:20]3[CH2:21][CH2:22][O:23][CH2:24][CH2:25]3)[C:18]3[S:19][C:11]([C:7]4[CH:8]=[CH:9][CH:10]=[C:5]([S:2]([CH3:1])(=[O:3])=[O:4])[CH:6]=4)=[CH:12][C:13]=3[N:14]=2)[CH:27]=1)=[O:33]. (7) The product is: [NH2:11][C@@H:9]([CH3:10])[C:8]([N:7]([C@@H:5]([CH3:6])[CH:4]([O:41][CH2:42][CH3:43])[O:3][CH2:1][CH3:2])[CH2:30][C:31]1[C:40]2[C:35](=[CH:36][CH:37]=[CH:38][CH:39]=2)[CH:34]=[CH:33][CH:32]=1)=[O:29]. Given the reactants [CH2:1]([O:3][CH:4]([O:41][CH2:42][CH3:43])[C@@H:5]([N:7]([CH2:30][C:31]1[C:40]2[C:35](=[CH:36][CH:37]=[CH:38][CH:39]=2)[CH:34]=[CH:33][CH:32]=1)[C:8](=[O:29])[C@@H:9]([NH:11]C(=O)OCC1C2C=CC=CC=2C2C1=CC=CC=2)[CH3:10])[CH3:6])[CH3:2].N1CCCCC1.CC(=O)OCC.CO, predict the reaction product.